From a dataset of Full USPTO retrosynthesis dataset with 1.9M reactions from patents (1976-2016). Predict the reactants needed to synthesize the given product. (1) Given the product [Cl:1][C:2]1[CH:3]=[CH:4][C:5]([C:8]2[C:13]([O:14][CH2:15][C:16]([F:18])([F:17])[F:19])=[N:12][CH:11]=[C:10]([CH:9]=2)[C:20]([NH:32][CH2:31][C:29]2[N:30]=[C:26]([CH:24]([CH3:25])[CH3:23])[S:27][CH:28]=2)=[O:21])=[CH:6][CH:7]=1, predict the reactants needed to synthesize it. The reactants are: [Cl:1][C:2]1[CH:7]=[CH:6][C:5]([C:8]2[CH:9]=[C:10]([C:20](O)=[O:21])[CH:11]=[N:12][C:13]=2[O:14][CH2:15][C:16]([F:19])([F:18])[F:17])=[CH:4][CH:3]=1.[CH3:23][CH:24]([C:26]1[S:27][CH:28]=[C:29]([CH2:31][NH2:32])[N:30]=1)[CH3:25]. (2) Given the product [C:1]([NH:8][CH:9]1[CH2:12][C:11](=[O:15])[CH2:10]1)([O:3][C:4]([CH3:7])([CH3:6])[CH3:5])=[O:2], predict the reactants needed to synthesize it. The reactants are: [C:1]([NH:8][CH:9]1[CH2:12][C:11](=C)[CH2:10]1)([O:3][C:4]([CH3:7])([CH3:6])[CH3:5])=[O:2].C([O-])([O-])=[O:15].[K+].[K+]. (3) Given the product [Br:1][C:2]1[CH:7]=[CH:6][C:5]([CH2:8][Br:12])=[C:4]([CH3:10])[CH:3]=1, predict the reactants needed to synthesize it. The reactants are: [Br:1][C:2]1[CH:7]=[CH:6][C:5]([CH2:8]O)=[C:4]([CH3:10])[CH:3]=1.C(Br)(Br)(Br)[Br:12].C1(P(C2C=CC=CC=2)C2C=CC=CC=2)C=CC=CC=1. (4) Given the product [Cl:1][C:2]1[CH:3]=[C:4]2[C:9](=[CH:10][C:11]=1[O:12][C:13]1[CH:14]=[CH:15][C:16]([C:19](=[O:32])[NH:20][C:21]3[S:22][C:23]([C:26]4[CH:31]=[CH:30][CH:29]=[CH:28][CH:27]=4)=[N:24][N:25]=3)=[CH:17][CH:18]=1)[O:8][CH2:7][CH2:6][CH:5]2[C:33]([OH:35])=[O:34], predict the reactants needed to synthesize it. The reactants are: [Cl:1][C:2]1[CH:3]=[C:4]2[C:9](=[CH:10][C:11]=1[O:12][C:13]1[CH:18]=[CH:17][C:16]([C:19](=[O:32])[NH:20][C:21]3[S:22][C:23]([C:26]4[CH:31]=[CH:30][CH:29]=[CH:28][CH:27]=4)=[N:24][N:25]=3)=[CH:15][CH:14]=1)[O:8][CH2:7][CH2:6][CH:5]2[C:33]([O:35]CC)=[O:34].[OH-].[Na+].C(O)C. (5) Given the product [CH2:12]([O:14][C:15](=[O:29])[CH2:16][CH:17]1[CH2:23][CH2:22][CH2:21][C:20]2[CH:24]=[CH:25][C:26]([O:28][CH2:9][CH2:8][NH:7][C:6]([O:5][C:1]([CH3:4])([CH3:3])[CH3:2])=[O:11])=[CH:27][C:19]=2[CH2:18]1)[CH3:13], predict the reactants needed to synthesize it. The reactants are: [C:1]([O:5][C:6](=[O:11])[NH:7][CH2:8][CH2:9]Br)([CH3:4])([CH3:3])[CH3:2].[CH2:12]([O:14][C:15](=[O:29])[CH2:16][CH:17]1[CH2:23][CH2:22][CH2:21][C:20]2[CH:24]=[CH:25][C:26]([OH:28])=[CH:27][C:19]=2[CH2:18]1)[CH3:13]. (6) Given the product [Cl:1][C:2]1[CH:10]=[CH:9][CH:8]=[CH:7][C:3]=1[C:4]([NH:19][CH2:18][CH:17]([C:20]1[CH:21]=[CH:22][C:23]([C:26]([F:29])([F:27])[F:28])=[N:24][CH:25]=1)[CH2:16][C:13]1([C:12]([F:11])([F:30])[F:31])[CH2:15][CH2:14]1)=[O:6], predict the reactants needed to synthesize it. The reactants are: [Cl:1][C:2]1[CH:10]=[CH:9][CH:8]=[CH:7][C:3]=1[C:4]([OH:6])=O.[F:11][C:12]([F:31])([F:30])[C:13]1([CH2:16][CH:17]([C:20]2[CH:21]=[CH:22][C:23]([C:26]([F:29])([F:28])[F:27])=[N:24][CH:25]=2)[CH2:18][NH2:19])[CH2:15][CH2:14]1.